This data is from Full USPTO retrosynthesis dataset with 1.9M reactions from patents (1976-2016). The task is: Predict the reactants needed to synthesize the given product. (1) Given the product [CH2:1]([N:8]([CH2:19][CH2:20][C:21]([F:24])([F:23])[F:22])[C:9]1[C:10]([NH2:16])=[CH:11][C:12]([Br:15])=[CH:13][CH:14]=1)[C:2]1[CH:3]=[CH:4][CH:5]=[CH:6][CH:7]=1, predict the reactants needed to synthesize it. The reactants are: [CH2:1]([N:8]([CH2:19][CH2:20][C:21]([F:24])([F:23])[F:22])[C:9]1[CH:14]=[CH:13][C:12]([Br:15])=[CH:11][C:10]=1[N+:16]([O-])=O)[C:2]1[CH:7]=[CH:6][CH:5]=[CH:4][CH:3]=1.O.[Cl-].[NH4+]. (2) The reactants are: [CH:1]1[CH:2]=[CH:3][C:4]2[C:5](=[CH:7][CH:8]=[CH:9][C:10]=2[OH:11])[CH:6]=1.CS[C:14]1[CH:19]=CC=C[C:15]=1SC. Given the product [C:10]([C:4]1[CH:5]=[CH:6][CH:1]=[CH:2][CH:3]=1)(=[O:11])[C:9]1[CH:8]=[CH:7][CH:19]=[CH:14][CH:15]=1, predict the reactants needed to synthesize it. (3) Given the product [ClH:14].[ClH:14].[C:1]1([CH:7]([NH2:9])[CH3:8])[CH:6]=[CH:5][CH:4]=[CH:3][CH:2]=1.[NH:10]1[CH2:13][CH2:12][CH2:11]1, predict the reactants needed to synthesize it. The reactants are: [C:1]1([CH:7]([NH2:9])[CH3:8])[CH:6]=[CH:5][CH:4]=[CH:3][CH:2]=1.[NH:10]1[CH2:13][CH2:12][CH2:11]1.[ClH:14].C(OCC)C. (4) Given the product [CH3:67][O:66][C:60]1[CH:59]=[C:58]([N:48]2[C:47](=[O:68])[N:5]([CH2:4][C:3]3[C:2]([F:1])=[CH:9][C:8]([F:10])=[CH:7][C:6]=3[F:11])[C:51]3[N:52]=[CH:53][CH:54]=[CH:55][C:50]=3[S:49]2(=[O:56])=[O:57])[CH:63]=[N:15][C:61]=1[CH3:62], predict the reactants needed to synthesize it. The reactants are: [F:1][C:2]1[CH:9]=[C:8]([F:10])[CH:7]=[C:6]([F:11])[C:3]=1[CH2:4][NH2:5].C([N:15](CC)C(C)C)(C)C.C(N1C=CN=C1)(N1C=CN=C1)=O.C(N(CC)CC)C.ClC1C=C(F)C(CN2[C:51]3[N:52]=[CH:53][CH:54]=[CH:55][C:50]=3[S:49](=[O:57])(=[O:56])[N:48]([C:58]3[CH:63]=[CH:62][C:61](OC)=[C:60]([O:66][CH3:67])[CH:59]=3)[C:47]2=[O:68])=C(F)C=1.